Dataset: Forward reaction prediction with 1.9M reactions from USPTO patents (1976-2016). Task: Predict the product of the given reaction. (1) Given the reactants [CH2:1]([N:3]([CH2:20][CH3:21])[C:4]([C:6]1[CH:19]=[CH:18][C:9]([CH2:10][C:11]2[CH:16]=[CH:15][CH:14]=[CH:13][C:12]=2[OH:17])=[CH:8][CH:7]=1)=[O:5])[CH3:2].[OH-].[Na+].[CH2:24]1[O:26][CH:25]1[CH2:27][OH:28], predict the reaction product. The product is: [CH2:20]([N:3]([CH2:1][CH3:2])[C:4]([C:6]1[CH:19]=[CH:18][C:9]([CH2:10][C:11]2[CH:16]=[CH:15][CH:14]=[CH:13][C:12]=2[O:17][CH2:24][CH:25]([OH:26])[CH2:27][OH:28])=[CH:8][CH:7]=1)=[O:5])[CH3:21]. (2) Given the reactants CO[C:3](=O)[CH2:4][C:5]([C:7]1[CH:12]=[C:11]([C:13]([CH3:16])([CH3:15])[CH3:14])[C:10]([OH:17])=[C:9]([C:18]([CH3:21])([CH3:20])[CH3:19])[CH:8]=1)=O.CO[CH:25]([O:29]C)[N:26]([CH3:28])C.S(O)(O)(=O)=O.[CH3:36][N:37]([CH3:41])[C:38]([NH2:40])=[NH:39].CC(C)([O-])C.[K+], predict the reaction product. The product is: [CH3:28][NH:26][C:25]([C:4]1[C:5]([C:7]2[CH:8]=[C:9]([C:18]([CH3:19])([CH3:20])[CH3:21])[C:10]([OH:17])=[C:11]([C:13]([CH3:16])([CH3:15])[CH3:14])[CH:12]=2)=[N:39][C:38]([N:37]([CH3:41])[CH3:36])=[N:40][CH:3]=1)=[O:29]. (3) Given the reactants [C:1]1([C:7]2[C:20]3[CH2:19][CH2:18][C:17]4[CH:21]=[CH:22][CH:23]=[CH:24][C:16]=4[C:15]=3[N:14]=[C:13]3[C:8]=2[CH2:9][CH2:10][C:11]2[CH:28]=[CH:27][CH:26]=[CH:25][C:12]=23)[CH:6]=[CH:5][CH:4]=[CH:3][CH:2]=1.ClC1C(=O)C(C#N)=C(C#N)C(=O)C=1Cl, predict the reaction product. The product is: [C:1]1([C:7]2[C:20]3[CH:19]=[CH:18][C:17]4[CH:21]=[CH:22][CH:23]=[CH:24][C:16]=4[C:15]=3[N:14]=[C:13]3[C:8]=2[CH:9]=[CH:10][C:11]2[CH:28]=[CH:27][CH:26]=[CH:25][C:12]=23)[CH:6]=[CH:5][CH:4]=[CH:3][CH:2]=1. (4) Given the reactants [NH2:1][C:2]1[CH:7]=[CH:6][CH:5]=[CH:4][CH:3]=1.C(N(C(C)C)CC)(C)C.Cl[CH2:18][C:19]([N:21]1[CH2:26][CH2:25][N:24]([S:27]([C:30]2[CH:39]=[CH:38][C:37]3[C:32](=[CH:33][CH:34]=[CH:35][CH:36]=3)[CH:31]=2)(=[O:29])=[O:28])[CH2:23][CH2:22]1)=[O:20], predict the reaction product. The product is: [CH:31]1[C:32]2[C:37](=[CH:36][CH:35]=[CH:34][CH:33]=2)[CH:38]=[CH:39][C:30]=1[S:27]([N:24]1[CH2:23][CH2:22][N:21]([C:19](=[O:20])[CH2:18][NH:1][C:2]2[CH:7]=[CH:6][CH:5]=[CH:4][CH:3]=2)[CH2:26][CH2:25]1)(=[O:29])=[O:28]. (5) Given the reactants [CH2:1]([C:8]1[CH:9]=[N:10][C:11]2[C:16]([C:17]=1[C:18]1[CH:19]=[C:20]([NH2:24])[CH:21]=[CH:22][CH:23]=1)=[CH:15][CH:14]=[CH:13][C:12]=2[C:25]([F:28])([F:27])[F:26])[C:2]1[CH:7]=[CH:6][CH:5]=[CH:4][CH:3]=1.[OH:29][C:30]1[CH:31]=[CH:32][C:33]([N+:38]([O-:40])=[O:39])=[C:34]([CH:37]=1)[CH:35]=O, predict the reaction product. The product is: [CH2:1]([C:8]1[CH:9]=[N:10][C:11]2[C:16]([C:17]=1[C:18]1[CH:19]=[C:20]([NH:24][CH2:35][C:34]3[CH:37]=[C:30]([OH:29])[CH:31]=[CH:32][C:33]=3[N+:38]([O-:40])=[O:39])[CH:21]=[CH:22][CH:23]=1)=[CH:15][CH:14]=[CH:13][C:12]=2[C:25]([F:28])([F:26])[F:27])[C:2]1[CH:3]=[CH:4][CH:5]=[CH:6][CH:7]=1. (6) Given the reactants [CH3:1][N:2]([CH3:12])[C:3]1[CH:8]=[CH:7][C:6](B(O)O)=[CH:5][CH:4]=1.[C:13]([C:17]1[CH:22]=[C:21]([C:23]([CH3:26])([CH3:25])[CH3:24])[CH:20]=[C:19]([N:27]2[N:31]=[C:30]3[C:32](Br)=[CH:33][CH:34]=[C:35](Br)[C:29]3=[N:28]2)[C:18]=1[OH:38])([CH3:16])([CH3:15])[CH3:14], predict the reaction product. The product is: [CH3:1][N:2]([CH3:12])[C:3]1[CH:8]=[CH:7][C:6]([C:32]2[C:30]3[C:29](=[N:28][N:27]([C:19]4[CH:20]=[C:21]([C:23]([CH3:26])([CH3:25])[CH3:24])[CH:22]=[C:17]([C:13]([CH3:16])([CH3:15])[CH3:14])[C:18]=4[OH:38])[N:31]=3)[C:35]([C:6]3[CH:7]=[CH:8][C:3]([N:2]([CH3:12])[CH3:1])=[CH:4][CH:5]=3)=[CH:34][CH:33]=2)=[CH:5][CH:4]=1. (7) The product is: [CH3:27][N:26]1[C:22]([O:21][C:19]2[CH:18]=[C:15]([CH:14]=[C:13]([N:5]3[CH:6]=[CH:7][C:3]([C:2]([F:9])([F:8])[F:1])=[N:4]3)[CH:20]=2)[C:16]#[N:17])=[CH:23][C:24]([C:28]([F:31])([F:30])[F:29])=[N:25]1. Given the reactants [F:1][C:2]([F:9])([F:8])[C:3]1[CH:7]=[CH:6][NH:5][N:4]=1.[H-].[Na+].F[C:13]1[CH:14]=[C:15]([CH:18]=[C:19]([O:21][C:22]2[N:26]([CH3:27])[N:25]=[C:24]([C:28]([F:31])([F:30])[F:29])[CH:23]=2)[CH:20]=1)[C:16]#[N:17].O, predict the reaction product.